From a dataset of Forward reaction prediction with 1.9M reactions from USPTO patents (1976-2016). Predict the product of the given reaction. Given the reactants C[C:2]1[N:7]=[C:6]([N:8]2[C@@H:15]3[C@@H:10]([CH2:11][CH2:12][NH:13][CH2:14]3)[CH2:9]2)[CH:5]=[CH:4][CH:3]=1.Cl[C:17]1C=CC=C(C)N=1, predict the reaction product. The product is: [CH3:17][C:4]1[CH:3]=[CH:2][N:7]=[C:6]([N:8]2[C@@H:15]3[C@@H:10]([CH2:11][CH2:12][NH:13][CH2:14]3)[CH2:9]2)[CH:5]=1.